This data is from Catalyst prediction with 721,799 reactions and 888 catalyst types from USPTO. The task is: Predict which catalyst facilitates the given reaction. (1) Reactant: Cl.O1CCOCC1.[CH:8]1([CH2:11][N:12]2[C:17](=[O:18])[C:16]3[C:19]([C:40]4[CH:45]=[CH:44][CH:43]=[CH:42][CH:41]=4)=[C:20]([C:22]4[CH:27]=[CH:26][C:25]([C:28]5([NH:32]C(=O)OC(C)(C)C)[CH2:31][CH2:30][CH2:29]5)=[CH:24][CH:23]=4)[O:21][C:15]=3[N:14]=[C:13]2[NH:46][CH3:47])[CH2:10][CH2:9]1.C(=O)([O-])O.[Na+]. Product: [NH2:32][C:28]1([C:25]2[CH:24]=[CH:23][C:22]([C:20]3[O:21][C:15]4[N:14]=[C:13]([NH:46][CH3:47])[N:12]([CH2:11][CH:8]5[CH2:10][CH2:9]5)[C:17](=[O:18])[C:16]=4[C:19]=3[C:40]3[CH:41]=[CH:42][CH:43]=[CH:44][CH:45]=3)=[CH:27][CH:26]=2)[CH2:29][CH2:30][CH2:31]1. The catalyst class is: 20. (2) Reactant: ClC1C=CC=C(C(OO)=[O:9])C=1.[Cl:12][C:13]1[CH:14]=[N:15][CH:16]=[C:17]([Cl:37])[C:18]=1[CH2:19][C:20]([C:22]1[C:23]2[N:24]([N:30]=[C:31]([C:33]([F:36])([F:35])[F:34])[CH:32]=2)[C:25]([O:28][CH3:29])=[CH:26][CH:27]=1)=[O:21].S([O-])([O-])(=O)=S.[Na+].[Na+]. Product: [Cl:12][C:13]1[CH:14]=[N+:15]([O-:9])[CH:16]=[C:17]([Cl:37])[C:18]=1[CH2:19][C:20]([C:22]1[C:23]2[N:24]([N:30]=[C:31]([C:33]([F:34])([F:35])[F:36])[CH:32]=2)[C:25]([O:28][CH3:29])=[CH:26][CH:27]=1)=[O:21]. The catalyst class is: 22.